The task is: Predict which catalyst facilitates the given reaction.. This data is from Catalyst prediction with 721,799 reactions and 888 catalyst types from USPTO. (1) Reactant: [CH3:1][C:2]1[C:3]([C:7](=[N:14][O:15][CH2:16][C:17]2[N:22]=[C:21]([NH:23][C:24](=O)OC(C)(C)C)[CH:20]=[CH:19][CH:18]=2)[C:8]2[CH:13]=[CH:12][CH:11]=[CH:10][CH:9]=2)=[N:4][S:5][N:6]=1.[H-].[Na+].I[CH2:34][CH2:35][CH2:36][CH2:37][CH2:38]C.FC(F)(F)C(OC(=O)C(F)(F)F)=O.C([O-])(O)=O.[Na+]. Product: [CH2:24]([NH:23][C:21]1[CH:20]=[CH:19][CH:18]=[C:17]([CH2:16][O:15][N:14]=[C:7]([C:3]2[C:2]([CH3:1])=[N:6][S:5][N:4]=2)[C:8]2[CH:9]=[CH:10][CH:11]=[CH:12][CH:13]=2)[N:22]=1)[CH2:34][CH2:35][CH2:36][CH2:37][CH3:38]. The catalyst class is: 3. (2) Reactant: [Br:1][C:2]1[CH:7]=[CH:6][C:5](Br)=[CH:4][N:3]=1.C([Li])CCC.[Cl:14][C:15]1[CH:26]=[C:25]([Cl:27])[CH:24]=[CH:23][C:16]=1[C:17](N(OC)C)=[O:18].[NH4+].[Cl-]. Product: [Br:1][C:2]1[N:3]=[CH:4][C:5]([C:17]([C:16]2[CH:23]=[CH:24][C:25]([Cl:27])=[CH:26][C:15]=2[Cl:14])=[O:18])=[CH:6][CH:7]=1. The catalyst class is: 27. (3) Reactant: [CH2:1]([O:3][C:4](=[O:13])[C:5]([C:11]#[N:12])=[C:6]([S:9][CH3:10])SC)[CH3:2].[C:14]1([NH:20][NH2:21])[CH:19]=[CH:18][CH:17]=[CH:16][CH:15]=1. Product: [NH2:12][C:11]1[N:20]([C:14]2[CH:19]=[CH:18][CH:17]=[CH:16][CH:15]=2)[N:21]=[C:6]([S:9][CH3:10])[C:5]=1[C:4]([O:3][CH2:1][CH3:2])=[O:13]. The catalyst class is: 32. (4) Reactant: [Cl:1][C:2]1[CH:7]=[CH:6][N:5]=[C:4]2[N:8]([CH2:11][O:12][CH2:13][CH2:14][Si:15]([CH3:18])([CH3:17])[CH3:16])[CH:9]=[CH:10][C:3]=12.[CH2:19]([Li])CCC.IC. Product: [Cl:1][C:2]1[CH:7]=[CH:6][N:5]=[C:4]2[N:8]([CH2:11][O:12][CH2:13][CH2:14][Si:15]([CH3:18])([CH3:17])[CH3:16])[C:9]([CH3:19])=[CH:10][C:3]=12. The catalyst class is: 1. (5) Reactant: [OH-].[Na+].[CH2:3]([O:6][C:7]1[CH:8]=[C:9]([N+:15]([O-:17])=[O:16])[CH:10]=[CH:11][C:12]=1[O:13]C)[CH:4]=[CH2:5]. Product: [CH2:3]([O:6][C:7]1[CH:8]=[C:9]([N+:15]([O-:17])=[O:16])[CH:10]=[CH:11][C:12]=1[OH:13])[CH:4]=[CH2:5]. The catalyst class is: 16. (6) Reactant: [CH2:1]([O:8][C:9]([N:11]1[C:19]2[C:14](=[CH:15][CH:16]=[CH:17][CH:18]=2)[CH2:13][CH:12]1[C:20]#[N:21])=[O:10])[C:2]1[CH:7]=[CH:6][CH:5]=[CH:4][CH:3]=1.C(N(CC)CC)C.[CH3:29][NH:30][OH:31].Cl. Product: [OH:31][N:30]([C:20](=[NH:21])[CH:12]1[CH2:13][C:14]2[C:19](=[CH:18][CH:17]=[CH:16][CH:15]=2)[N:11]1[C:9]([O:8][CH2:1][C:2]1[CH:3]=[CH:4][CH:5]=[CH:6][CH:7]=1)=[O:10])[CH3:29]. The catalyst class is: 14.